This data is from Experimentally validated miRNA-target interactions with 360,000+ pairs, plus equal number of negative samples. The task is: Binary Classification. Given a miRNA mature sequence and a target amino acid sequence, predict their likelihood of interaction. (1) The miRNA is hsa-miR-646 with sequence AAGCAGCUGCCUCUGAGGC. The protein sequence of the target gene is MAALGEPVRLERDICRAIELLEKLQRSGEVPPQKLQALQRVLQSEFCNAVREVYEHVYETVDISSSPEVRANATAKATVAAFAASEGHSHPRVVELPKTEEGLGFNIMGGKEQNSPIYISRIIPGGIADRHGGLKRGDQLLSVNGVSVEGEHHEKAVELLKAAQGKVKLVVRYTPKVLEEMESRFEKMRSAKRRQQT. Result: 1 (interaction). (2) The miRNA is hsa-miR-542-3p with sequence UGUGACAGAUUGAUAACUGAAA. The protein sequence of the target gene is MLSSVMAPLWACILVAAGILATDTHHPQDSALYHLSKQLLQKYHKEVRPVYNWTKATTVYLDLFVHAILDVDAENQILKTSVWYQEVWNDEFLSWNSSMFDEIREISLPLSAIWAPDIIINEFVDIERYPDLPYVYVNSSGTIENYKPIQVVSACSLETYAFPFDVQNCSLTFKSILHTVEDVDLAFLRSPEDIQHDKKAFLNDSEWELLSVSSTYSILQSSAGGFAQIQFNVVMRRHPLVYVVSLLIPSIFLMLVDLGSFYLPPNCRARIVFKTSVLVGYTVFRVNMSNQVPRSVGSTP.... Result: 0 (no interaction).